This data is from Peptide-MHC class II binding affinity with 134,281 pairs from IEDB. The task is: Regression. Given a peptide amino acid sequence and an MHC pseudo amino acid sequence, predict their binding affinity value. This is MHC class II binding data. (1) The peptide sequence is TPDFIVPLTDLRIPS. The MHC is DRB1_1101 with pseudo-sequence DRB1_1101. The binding affinity (normalized) is 0. (2) The peptide sequence is EKKYFAFTQFEPLAA. The MHC is DRB1_1001 with pseudo-sequence DRB1_1001. The binding affinity (normalized) is 0.743. (3) The peptide sequence is SRGNRAFIAINLQKN. The MHC is HLA-DQA10201-DQB10202 with pseudo-sequence HLA-DQA10201-DQB10202. The binding affinity (normalized) is 0.177.